From a dataset of Peptide-MHC class II binding affinity with 134,281 pairs from IEDB. Regression. Given a peptide amino acid sequence and an MHC pseudo amino acid sequence, predict their binding affinity value. This is MHC class II binding data. (1) The peptide sequence is KEKVYLSWVPAHKGIGGNE. The MHC is HLA-DQA10103-DQB10603 with pseudo-sequence HLA-DQA10103-DQB10603. The binding affinity (normalized) is 0.502. (2) The peptide sequence is STGGAYDTYKCIPSL. The MHC is HLA-DQA10501-DQB10301 with pseudo-sequence HLA-DQA10501-DQB10301. The binding affinity (normalized) is 0.607. (3) The peptide sequence is RMVLASTTAKAMEQM. The MHC is DRB1_0401 with pseudo-sequence DRB1_0401. The binding affinity (normalized) is 0.369. (4) The peptide sequence is PVQEFTVPRTKYTAT. The MHC is HLA-DPA10201-DPB10501 with pseudo-sequence HLA-DPA10201-DPB10501. The binding affinity (normalized) is 0.433. (5) The peptide sequence is VKFHTQAFSAHGSGR. The MHC is DRB4_0103 with pseudo-sequence DRB4_0103. The binding affinity (normalized) is 0.584. (6) The binding affinity (normalized) is 0.143. The MHC is HLA-DQA10101-DQB10501 with pseudo-sequence HLA-DQA10101-DQB10501. The peptide sequence is GTVVLTATFALGAAL. (7) The peptide sequence is AEMKTDAATLAQEAG. The MHC is DRB1_1101 with pseudo-sequence DRB1_1101. The binding affinity (normalized) is 0.278. (8) The peptide sequence is IIQGLKLMNSPEFHL. The MHC is DRB3_0202 with pseudo-sequence DRB3_0202. The binding affinity (normalized) is 0.364. (9) The peptide sequence is TPAAPAGAEPAGKAT. The MHC is HLA-DQA10501-DQB10301 with pseudo-sequence HLA-DQA10501-DQB10301. The binding affinity (normalized) is 0.817.